This data is from Catalyst prediction with 721,799 reactions and 888 catalyst types from USPTO. The task is: Predict which catalyst facilitates the given reaction. (1) Reactant: [Cl:1][C:2]1[CH:3]=[C:4]([CH:10]=[CH:11][CH:12]=1)[O:5][CH2:6][C:7]([OH:9])=[O:8].[Cl:13][C:14]1[CH:19]=[C:18]([O:20][CH2:21][CH:22]=[C:23]([Cl:25])[Cl:24])[CH:17]=[C:16]([Cl:26])[C:15]=1[CH2:27]O.Cl.CN(C)CCCN=C=NCC. Product: [Cl:13][C:14]1[CH:19]=[C:18]([O:20][CH2:21][CH:22]=[C:23]([Cl:24])[Cl:25])[CH:17]=[C:16]([Cl:26])[C:15]=1[CH2:27][O:8][C:7](=[O:9])[CH2:6][O:5][C:4]1[CH:10]=[CH:11][CH:12]=[C:2]([Cl:1])[CH:3]=1. The catalyst class is: 119. (2) Product: [F:25][C:3]([F:2])([F:24])[O:4][C:5]1[CH:10]=[CH:9][C:8]([C:11]2[CH:12]=[CH:13][C:14]3[O:18][N:17]=[C:16]([O:19][CH2:20][CH2:21][NH:22][C:30]4[N:35]=[CH:34][CH:33]=[CH:32][N:31]=4)[C:15]=3[CH:23]=2)=[CH:7][CH:6]=1. Reactant: Cl.[F:2][C:3]([F:25])([F:24])[O:4][C:5]1[CH:10]=[CH:9][C:8]([C:11]2[CH:12]=[CH:13][C:14]3[O:18][N:17]=[C:16]([O:19][CH2:20][CH2:21][NH2:22])[C:15]=3[CH:23]=2)=[CH:7][CH:6]=1.CS([C:30]1[N:35]=[CH:34][CH:33]=[CH:32][N:31]=1)(=O)=O.C(N(CC)CC)C. The catalyst class is: 8. (3) Reactant: [Cl:1][C:2]1[CH:7]=[CH:6][C:5]([N:8]=[C:9]=[O:10])=[CH:4][CH:3]=1.[C:11]1([NH:17][NH2:18])[CH:16]=[CH:15][CH:14]=[CH:13][CH:12]=1. Product: [Cl:1][C:2]1[CH:7]=[CH:6][C:5]([NH:8][C:9]([NH:18][NH:17][C:11]2[CH:16]=[CH:15][CH:14]=[CH:13][CH:12]=2)=[O:10])=[CH:4][CH:3]=1. The catalyst class is: 1. (4) Reactant: [CH3:1][C:2]1([CH3:10])[C:5](=[O:6])[C:4]([CH3:8])([CH3:7])[C:3]1=[O:9].[CH3:11][CH:12]([CH:14]([OH:20])[C:15]([CH2:18][OH:19])([CH3:17])[CH3:16])[CH3:13].C(=O)([O-])[O-].[K+].[K+]. Product: [CH3:7][C:4]([CH3:8])([C:5](=[O:6])[CH:2]([CH3:10])[CH3:1])[C:3]([O:19][CH2:18][C:15]([CH3:17])([CH3:16])[CH:14]([OH:20])[CH:12]([CH3:13])[CH3:11])=[O:9]. The catalyst class is: 11. (5) Reactant: [Br:1][C:2]1[CH:7]=[CH:6][CH:5]=[CH:4][C:3]=1[CH2:8][C:9]([OH:11])=[O:10].C[Si]([N-][Si](C)(C)C)(C)C.[Na+].I[CH2:23][CH:24]([CH3:26])[CH3:25]. Product: [Br:1][C:2]1[CH:7]=[CH:6][CH:5]=[CH:4][C:3]=1[CH:8]([CH2:23][CH:24]([CH3:26])[CH3:25])[C:9]([OH:11])=[O:10]. The catalyst class is: 359. (6) Reactant: [NH2:1][C:2]1[N:6]([CH:7]2[CH2:12][CH2:11][CH2:10][NH:9][CH2:8]2)[N:5]=[C:4]([C:13]2[CH:18]=[CH:17][C:16]([O:19][C:20]3[CH:25]=[CH:24][C:23]([Cl:26])=[CH:22][CH:21]=3)=[CH:15][CH:14]=2)[C:3]=1[C:27]([NH2:29])=[O:28].[OH:30][CH2:31]/[CH:32]=[CH:33]/[C:34](O)=[O:35].F[P-](F)(F)(F)(F)F.N1(OC(N(C)C)=[N+](C)C)C2N=CC=CC=2N=N1.C(N(CC)CC)C. Product: [NH2:1][C:2]1[N:6]([C@@H:7]2[CH2:12][CH2:11][CH2:10][N:9]([C:31](=[O:30])/[CH:32]=[CH:33]/[CH2:34][OH:35])[CH2:8]2)[N:5]=[C:4]([C:13]2[CH:14]=[CH:15][C:16]([O:19][C:20]3[CH:25]=[CH:24][C:23]([Cl:26])=[CH:22][CH:21]=3)=[CH:17][CH:18]=2)[C:3]=1[C:27]([NH2:29])=[O:28]. The catalyst class is: 42. (7) Reactant: [CH2:1]([N:8]([CH2:18][C:19]1[CH:24]=[CH:23][CH:22]=[CH:21][CH:20]=1)[CH:9]1[CH2:12][CH:11]([C:13](OCC)=[O:14])[CH2:10]1)[C:2]1[CH:7]=[CH:6][CH:5]=[CH:4][CH:3]=1.[BH4-].[Li+]. Product: [CH2:18]([N:8]([CH2:1][C:2]1[CH:7]=[CH:6][CH:5]=[CH:4][CH:3]=1)[CH:9]1[CH2:10][CH:11]([CH2:13][OH:14])[CH2:12]1)[C:19]1[CH:20]=[CH:21][CH:22]=[CH:23][CH:24]=1. The catalyst class is: 56. (8) Reactant: CO.C[C:4]1[C:9]([CH:10]=O)=[CH:8][N:7]=[C:6]([NH:12][CH2:13][CH2:14][CH2:15][CH:16]2[CH2:21][CH2:20][N:19]([CH3:22])[CH2:18][CH2:17]2)[N:5]=1.[F:23][C:24]1[C:25]([CH3:32])=[C:26]([NH2:31])[C:27]([NH2:30])=[CH:28][CH:29]=1. Product: [F:23][C:24]1[CH:29]=[CH:28][C:27]2[NH:30][C:10]([C:9]3[CH:8]=[N:7][C:6]([NH:12][CH2:13][CH2:14][CH2:15][CH:16]4[CH2:17][CH2:18][N:19]([CH3:22])[CH2:20][CH2:21]4)=[N:5][CH:4]=3)=[N:31][C:26]=2[C:25]=1[CH3:32]. The catalyst class is: 784.